From a dataset of Forward reaction prediction with 1.9M reactions from USPTO patents (1976-2016). Predict the product of the given reaction. (1) The product is: [Cl:39][C:36]1[CH:37]=[CH:38][C:33]([C@@:13]23[O:32][C@@:10]([CH:50]([OH:52])[CH3:51])([CH2:11][O:12]2)[C@@H:9]([OH:8])[C@H:15]([OH:16])[C@H:14]3[OH:24])=[CH:34][C:35]=1[CH2:40][C:41]1[CH:42]=[CH:43][C:44]([O:47][CH2:48][CH3:49])=[CH:45][CH:46]=1. Given the reactants C([O:8][C@H:9]1[C@H:15]([O:16]CC2C=CC=CC=2)[C@@H:14]([O:24]CC2C=CC=CC=2)[C@:13]2([C:33]3[CH:38]=[CH:37][C:36]([Cl:39])=[C:35]([CH2:40][C:41]4[CH:46]=[CH:45][C:44]([O:47][CH2:48][CH3:49])=[CH:43][CH:42]=4)[CH:34]=3)[O:32][C@@:10]1([CH:50]([OH:52])[CH3:51])[CH2:11][O:12]2)C1C=CC=CC=1.ClC1C=CC=CC=1Cl, predict the reaction product. (2) Given the reactants [F:1][C:2]1[CH:27]=[CH:26][C:5]([CH2:6][N:7]2[C:11]3[CH:12]=[CH:13][CH:14]=[CH:15][C:10]=3[N:9]([C:16]3[S:17][C:18]([C:22]([O-:24])=[O:23])=[C:19]([CH3:21])[N:20]=3)[C:8]2=[O:25])=[CH:4][CH:3]=1.O.[OH-].[Li+], predict the reaction product. The product is: [F:1][C:2]1[CH:3]=[CH:4][C:5]([CH2:6][N:7]2[C:11]3[CH:12]=[CH:13][CH:14]=[CH:15][C:10]=3[N:9]([C:16]3[S:17][C:18]([C:22]([OH:24])=[O:23])=[C:19]([CH3:21])[N:20]=3)[C:8]2=[O:25])=[CH:26][CH:27]=1. (3) The product is: [CH:11]1[CH:12]=[CH:13][C:14]2[N:15]([C:16]([NH2:18])=[O:17])[C:4]3[CH:3]=[CH:2][CH:1]=[CH:6][C:5]=3[CH:7]=[CH:8][C:9]=2[CH:10]=1.[N:19]1[C:20]([C:28]([OH:30])=[O:29])=[CH:21][CH:22]=[CH:23][C:24]=1[C:25]([OH:27])=[O:26]. Given the reactants [CH:1]1[CH:2]=[CH:3][C:4]2[N:15]([C:16]([NH2:18])=[O:17])[C:14]3[CH:13]=[CH:12][CH:11]=[CH:10][C:9]=3[CH:8]=[CH:7][C:5]=2[CH:6]=1.[N:19]1[C:24]([C:25]([OH:27])=[O:26])=[CH:23][CH:22]=[CH:21][C:20]=1[C:28]([OH:30])=[O:29], predict the reaction product. (4) Given the reactants [O:1]1[C:5]2[CH:6]=[CH:7][C:8]([C:10]3[CH:15]=[CH:14][C:13]([NH:16][C:17]4[CH:22]=[CH:21][CH:20]=[CH:19][C:18]=4[CH3:23])=[CH:12][CH:11]=3)=[CH:9][C:4]=2[CH2:3][CH2:2]1.C([O-])([O-])=O.[Cs+].[Cs+], predict the reaction product. The product is: [O:1]1[C:5]2[CH:6]=[CH:7][C:8]([C:10]3[CH:11]=[C:12]4[C:13](=[CH:14][CH:15]=3)[NH:16][C:17]3[C:18]([CH3:23])=[CH:19][CH:20]=[CH:21][C:22]4=3)=[CH:9][C:4]=2[CH2:3][CH2:2]1. (5) Given the reactants Cl.[F:2][CH:3]1[CH2:6][NH:5][CH2:4]1.[F:7][C:8]([F:58])([F:57])[C:9]1[CH:10]=[C:11]([C@H:19]2[O:23][C:22](=[O:24])[N:21]([CH2:25][C:26]3[C:31]([C:32]4[CH:33]=[C:34]([C:40]5[C:49]([CH3:50])=[CH:48][C:43]([C:44]([O:46][CH3:47])=[O:45])=[CH:42][C:41]=5[CH3:51])[CH:35]=[N:36][C:37]=4[O:38][CH3:39])=[CH:30][N:29]=[C:28](S(C)(=O)=O)[N:27]=3)[C@H:20]2[CH3:56])[CH:12]=[C:13]([C:15]([F:18])([F:17])[F:16])[CH:14]=1.C(N(CC)CC)C, predict the reaction product. The product is: [F:17][C:15]([F:16])([F:18])[C:13]1[CH:12]=[C:11]([C@H:19]2[O:23][C:22](=[O:24])[N:21]([CH2:25][C:26]3[C:31]([C:32]4[CH:33]=[C:34]([C:40]5[C:41]([CH3:51])=[CH:42][C:43]([C:44]([O:46][CH3:47])=[O:45])=[CH:48][C:49]=5[CH3:50])[CH:35]=[N:36][C:37]=4[O:38][CH3:39])=[CH:30][N:29]=[C:28]([N:5]4[CH2:6][CH:3]([F:2])[CH2:4]4)[N:27]=3)[C@H:20]2[CH3:56])[CH:10]=[C:9]([C:8]([F:7])([F:58])[F:57])[CH:14]=1. (6) Given the reactants [F:1][C:2]([C:12]1[CH:17]=[CH:16][C:15](I)=[CH:14][CH:13]=1)([CH3:11])[CH2:3][NH:4][S:5]([CH:8]([CH3:10])[CH3:9])(=[O:7])=[O:6].[C:19]([C:22]1[CH:27]=[CH:26][C:25](B(O)O)=[CH:24][CH:23]=1)([OH:21])=[O:20].C([O-])([O-])=O.[Na+].[Na+].O.Cl, predict the reaction product. The product is: [F:1][C:2]([C:12]1[CH:17]=[CH:16][C:15]([C:25]2[CH:26]=[CH:27][C:22]([C:19]([OH:21])=[O:20])=[CH:23][CH:24]=2)=[CH:14][CH:13]=1)([CH3:11])[CH2:3][NH:4][S:5]([CH:8]([CH3:10])[CH3:9])(=[O:7])=[O:6]. (7) The product is: [CH3:39][O:40][C:41]1[CH:46]=[CH:45][C:44]([CH:47]([C:48]([O:20][CH2:17][CH3:16])=[O:49])[C:50]([O:8][CH2:6][CH3:5])=[O:51])=[C:43]([N+:52]([O-:54])=[O:53])[CH:42]=1. Given the reactants NC1C=[C:6]([O:8]C)[CH:5]=CC=1CCO.ClC1C=C[C:17]([O:20]C)=[CH:16]C=1[N+]([O-])=O.NC1C=C(OC)C=CC=1C(CO)CO.[CH3:39][O:40][C:41]1[CH:46]=[CH:45][C:44]([CH:47]([CH2:50][OH:51])[CH2:48][OH:49])=[C:43]([N+:52]([O-:54])=[O:53])[CH:42]=1, predict the reaction product. (8) Given the reactants [S:1]1[CH:5]=[CH:4][CH:3]=[C:2]1[S:6]([NH:9][C:10]1[CH:11]=[C:12]([O:22][C:23]([F:26])([F:25])[F:24])[CH:13]=[C:14]2[C:18]=1[NH:17][C:16]([C:19]([OH:21])=O)=[CH:15]2)(=[O:8])=[O:7].Cl.C[N:29](C)CCCN=C=NCC.CN(C)C=O, predict the reaction product. The product is: [S:1]1[CH:5]=[CH:4][CH:3]=[C:2]1[S:6]([NH:9][C:10]1[CH:11]=[C:12]([O:22][C:23]([F:25])([F:26])[F:24])[CH:13]=[C:14]2[C:18]=1[NH:17][C:16]([C:19]([NH2:29])=[O:21])=[CH:15]2)(=[O:7])=[O:8]. (9) Given the reactants [OH:1][C@@H:2]1[CH:6]=[CH:5][C@H:4]([O:7][CH:8]([CH2:12]C)[C:9]([OH:11])=[O:10])[CH2:3]1, predict the reaction product. The product is: [OH:1][C@H:2]1[CH:6]=[CH:5][C@H:4]([O:7][CH:8]([CH3:12])[C:9]([OH:11])=[O:10])[CH2:3]1. (10) Given the reactants [C:1]([N:8]1[CH2:13][CH2:12][CH:11]([C:14]([OH:16])=O)[CH2:10][CH2:9]1)([O:3][C:4]([CH3:7])([CH3:6])[CH3:5])=[O:2].C1N=CN(C(N2C=NC=C2)=O)C=1.Cl.[CH3:30][NH:31][O:32][CH3:33], predict the reaction product. The product is: [C:4]([O:3][C:1]([N:8]1[CH2:9][CH2:10][CH:11]([C:14](=[O:16])[N:31]([O:32][CH3:33])[CH3:30])[CH2:12][CH2:13]1)=[O:2])([CH3:5])([CH3:6])[CH3:7].